Dataset: NCI-60 drug combinations with 297,098 pairs across 59 cell lines. Task: Regression. Given two drug SMILES strings and cell line genomic features, predict the synergy score measuring deviation from expected non-interaction effect. (1) Drug 1: C1CCN(CC1)CCOC2=CC=C(C=C2)C(=O)C3=C(SC4=C3C=CC(=C4)O)C5=CC=C(C=C5)O. Drug 2: CCC1=CC2CC(C3=C(CN(C2)C1)C4=CC=CC=C4N3)(C5=C(C=C6C(=C5)C78CCN9C7C(C=CC9)(C(C(C8N6C)(C(=O)OC)O)OC(=O)C)CC)OC)C(=O)OC.C(C(C(=O)O)O)(C(=O)O)O. Cell line: MDA-MB-435. Synergy scores: CSS=56.8, Synergy_ZIP=-0.303, Synergy_Bliss=-2.38, Synergy_Loewe=-15.6, Synergy_HSA=-3.24. (2) Cell line: MDA-MB-231. Drug 2: CCC1(C2=C(COC1=O)C(=O)N3CC4=CC5=C(C=CC(=C5CN(C)C)O)N=C4C3=C2)O.Cl. Synergy scores: CSS=8.75, Synergy_ZIP=-4.63, Synergy_Bliss=-3.35, Synergy_Loewe=-9.54, Synergy_HSA=-4.55. Drug 1: CC(C)(C#N)C1=CC(=CC(=C1)CN2C=NC=N2)C(C)(C)C#N.